Dataset: Full USPTO retrosynthesis dataset with 1.9M reactions from patents (1976-2016). Task: Predict the reactants needed to synthesize the given product. (1) The reactants are: [F:1][C:2]([F:11])([F:10])[C:3]1[CH:4]=[CH:5][C:6]([NH2:9])=[N:7][CH:8]=1.N1C=CC=CC=1.Cl[C:19]([O:21][CH2:22][C:23]([Cl:26])([Cl:25])[Cl:24])=[O:20]. Given the product [F:11][C:2]([F:1])([F:10])[C:3]1[CH:4]=[CH:5][C:6]([NH:9][C:19](=[O:20])[O:21][CH2:22][C:23]([Cl:26])([Cl:25])[Cl:24])=[N:7][CH:8]=1, predict the reactants needed to synthesize it. (2) Given the product [CH3:1][C:2]1([CH3:32])[C:6](=[O:7])[N:5]([C:8]2[CH:9]=[CH:10][C:11]([O:19][C:20]([F:23])([F:22])[F:21])=[C:12]([NH:14][C:15](=[O:18])[CH2:16][N:33]3[CH2:38][CH2:37][O:36][CH2:35][CH2:34]3)[CH:13]=2)[C:4](=[O:24])[N:3]1[CH2:25][C:26]1[CH:31]=[CH:30][N:29]=[CH:28][CH:27]=1, predict the reactants needed to synthesize it. The reactants are: [CH3:1][C:2]1([CH3:32])[C:6](=[O:7])[N:5]([C:8]2[CH:9]=[CH:10][C:11]([O:19][C:20]([F:23])([F:22])[F:21])=[C:12]([NH:14][C:15](=[O:18])[CH2:16]Cl)[CH:13]=2)[C:4](=[O:24])[N:3]1[CH2:25][C:26]1[CH:31]=[CH:30][N:29]=[CH:28][CH:27]=1.[NH:33]1[CH2:38][CH2:37][O:36][CH2:35][CH2:34]1. (3) Given the product [C:33]([OH:39])([C:35]([F:38])([F:37])[F:36])=[O:34].[CH3:25][O:24][C:19]1[CH:20]=[CH:21][CH:22]=[C:23]2[C:18]=1[NH:17][CH:16]=[C:15]2[C:2]1[N:3]=[CH:4][C:5]2[NH:6][CH2:7][CH:8]3[CH2:14][O:13][CH2:12][CH2:11][N:9]3[C:10]=2[N:1]=1, predict the reactants needed to synthesize it. The reactants are: [N:1]1[C:10]2[N:9]3[CH2:11][CH2:12][O:13][CH2:14][CH:8]3[CH2:7][NH:6][C:5]=2[CH:4]=[N:3][C:2]=1[C:15]1[C:23]2[C:18](=[C:19]([O:24][CH3:25])[CH:20]=[CH:21][CH:22]=2)[N:17](C(OC(C)(C)C)=O)[CH:16]=1.[C:33]([OH:39])([C:35]([F:38])([F:37])[F:36])=[O:34].